From a dataset of Full USPTO retrosynthesis dataset with 1.9M reactions from patents (1976-2016). Predict the reactants needed to synthesize the given product. (1) Given the product [Cl:3][C:4]1[N:9]=[N:8][CH:7]=[C:6]([NH:10][C:11]([CH3:16])([CH3:15])[C:12]([NH:35][CH2:34][C:33]([F:37])([F:36])[F:32])=[O:14])[CH:5]=1, predict the reactants needed to synthesize it. The reactants are: Cl.Cl.[Cl:3][C:4]1[N:9]=[N:8][CH:7]=[C:6]([NH:10][C:11]([CH3:16])([CH3:15])[C:12]([OH:14])=O)[CH:5]=1.C1C=CC2N(O)N=NC=2C=1.C(Cl)CCl.Cl.[F:32][C:33]([F:37])([F:36])[CH2:34][NH2:35]. (2) The reactants are: [C:1]([Mg]Cl)([CH3:4])([CH3:3])[CH3:2].C1COCC1.[Cu](C#N)C#N.Br[C:18]1[CH:23]=[CH:22][C:21]([CH3:24])=[CH:20][N:19]=1.N. Given the product [C:1]([C:18]1[CH:23]=[CH:22][C:21]([CH3:24])=[CH:20][N:19]=1)([CH3:4])([CH3:3])[CH3:2], predict the reactants needed to synthesize it.